This data is from Forward reaction prediction with 1.9M reactions from USPTO patents (1976-2016). The task is: Predict the product of the given reaction. (1) Given the reactants [CH3:1][NH2:2].[CH2:3]([O:10][C:11]1[CH:12]=[C:13]2[C:18](=[CH:19][CH:20]=1)[N:17]=[CH:16][C:15]([N+:21]([O-:23])=[O:22])=[C:14]2Cl)[C:4]1[CH:9]=[CH:8][CH:7]=[CH:6][CH:5]=1, predict the reaction product. The product is: [CH2:3]([O:10][C:11]1[CH:12]=[C:13]2[C:18](=[CH:19][CH:20]=1)[N:17]=[CH:16][C:15]([N+:21]([O-:23])=[O:22])=[C:14]2[CH2:1][NH2:2])[C:4]1[CH:9]=[CH:8][CH:7]=[CH:6][CH:5]=1. (2) Given the reactants I[C:2]1[Se:3][CH:4]=[CH:5][CH:6]=1.[CH2:7]([CH:10]1[CH2:15][CH2:14][CH:13]([C:16]2[CH:21]=[CH:20][C:19](B(O)O)=[CH:18][CH:17]=2)[CH2:12][CH2:11]1)[CH2:8][CH3:9].C(=O)([O-])[O-].[Na+].[Na+].O, predict the reaction product. The product is: [CH2:7]([CH:10]1[CH2:15][CH2:14][CH:13]([C:16]2[CH:21]=[CH:20][C:19]([C:2]3[Se:3][CH:4]=[CH:5][CH:6]=3)=[CH:18][CH:17]=2)[CH2:12][CH2:11]1)[CH2:8][CH3:9]. (3) Given the reactants [NH2:1][C:2]1[C:18]([O:19][CH3:20])=[CH:17][C:5]2[CH2:6][CH2:7][N:8]([CH2:11][C:12]([N:14]([CH3:16])[CH3:15])=[O:13])[CH2:9][CH2:10][C:4]=2[CH:3]=1.[CH3:21][NH:22][C:23]([C:25]1([NH:28][C:29]2[C:34]([Cl:35])=[CH:33][N:32]=[C:31](Cl)[N:30]=2)[CH2:27][CH2:26]1)=[O:24].CNC(C1(NC2C(Cl)=CN=C(NC3C(OC)=CC4CCN(CCOC)CCC=4C=3)N=2)CC1)=O, predict the reaction product. The product is: [CH3:21][NH:22][C:23]([C:25]1([NH:28][C:29]2[C:34]([Cl:35])=[CH:33][N:32]=[C:31]([NH:1][C:2]3[C:18]([O:19][CH3:20])=[CH:17][C:5]4[CH2:6][CH2:7][N:8]([CH2:11][C:12](=[O:13])[N:14]([CH3:16])[CH3:15])[CH2:9][CH2:10][C:4]=4[CH:3]=3)[N:30]=2)[CH2:27][CH2:26]1)=[O:24]. (4) Given the reactants [C:1]([O:5][C:6]([N:8]1[C@@H:12](/[CH:13]=[CH:14]/[C:15]2[CH:20]=[CH:19][C:18]([NH:21][C:22]([NH:24][C:25]3[CH:30]=[CH:29][C:28]([Cl:31])=[CH:27][CH:26]=3)=[O:23])=[CH:17][CH:16]=2)[CH2:11][O:10][C:9]1([CH3:33])[CH3:32])=[O:7])([CH3:4])([CH3:3])[CH3:2], predict the reaction product. The product is: [C:1]([O:5][C:6]([N:8]1[C@@H:12]([CH2:13][CH2:14][C:15]2[CH:20]=[CH:19][C:18]([NH:21][C:22]([NH:24][C:25]3[CH:30]=[CH:29][C:28]([Cl:31])=[CH:27][CH:26]=3)=[O:23])=[CH:17][CH:16]=2)[CH2:11][O:10][C:9]1([CH3:33])[CH3:32])=[O:7])([CH3:4])([CH3:2])[CH3:3]. (5) The product is: [F:20][C:21]([F:34])([F:35])[C:22]1[CH:29]=[CH:28][C:27]([C:30]([F:33])([F:31])[F:32])=[CH:26][C:23]=1[CH2:24][O:1][N:2]1[C:3](=[O:12])[C:4]2=[CH:11][CH:10]=[CH:9][CH:8]=[C:5]2[C:6]1=[O:7]. Given the reactants [OH:1][N:2]1[C:6](=[O:7])[C:5]2=[CH:8][CH:9]=[CH:10][CH:11]=[C:4]2[C:3]1=[O:12].CCN(CC)CC.[F:20][C:21]([F:35])([F:34])[C:22]1[CH:29]=[CH:28][C:27]([C:30]([F:33])([F:32])[F:31])=[CH:26][C:23]=1[CH2:24]Br.CO, predict the reaction product. (6) Given the reactants [F:1][C:2]1[CH:11]=[C:10]2[C:5]([C@H:6]([NH:12][C:13]([C@@H:15]3[CH2:20][N:19]4[CH2:21][C@H:22]([O:24][CH2:25][C:26]([F:29])([F:28])[F:27])[CH2:23][C@@H:18]4[CH2:17][NH:16]3)=[O:14])[CH2:7][CH2:8][O:9]2)=[CH:4][CH:3]=1.C(OC([NH:37][C@@H:38]([CH:42]1[CH2:47][CH2:46][CH2:45][CH2:44][CH2:43]1)[C:39](O)=[O:40])=O)(C)(C)C.CN(C(ON1N=NC2C1=CC=CC=2)=[N+](C)C)C.F[P-](F)(F)(F)(F)F.C(N(CC)C(C)C)(C)C.C(OCC)(=O)C.Cl.C(=O)([O-])O.[Na+], predict the reaction product. The product is: [NH2:37][C@@H:38]([CH:42]1[CH2:47][CH2:46][CH2:45][CH2:44][CH2:43]1)[C:39]([N:16]1[C@H:15]([C:13]([NH:12][C@H:6]2[C:5]3[C:10](=[CH:11][C:2]([F:1])=[CH:3][CH:4]=3)[O:9][CH2:8][CH2:7]2)=[O:14])[CH2:20][N:19]2[CH2:21][C@H:22]([O:24][CH2:25][C:26]([F:28])([F:27])[F:29])[CH2:23][C@@H:18]2[CH2:17]1)=[O:40].